This data is from Full USPTO retrosynthesis dataset with 1.9M reactions from patents (1976-2016). The task is: Predict the reactants needed to synthesize the given product. Given the product [CH3:1][C:2]1[O:6][N:5]=[C:4]([C:7]2[CH:12]=[CH:11][CH:10]=[CH:9][CH:8]=2)[C:3]=1[C:13]1[N:17]2[CH2:18][C:19]3[C:24]([C:16]2=[N:15][N:14]=1)=[CH:23][C:22]([O:25][CH2:34][C:35]1[N:41]=[CH:40][N:37]([CH3:39])[N:36]=1)=[CH:21][CH:20]=3, predict the reactants needed to synthesize it. The reactants are: [CH3:1][C:2]1[O:6][N:5]=[C:4]([C:7]2[CH:12]=[CH:11][CH:10]=[CH:9][CH:8]=2)[C:3]=1[C:13]1[N:17]2[CH2:18][C:19]3[C:24]([C:16]2=[N:15][N:14]=1)=[CH:23][C:22]([OH:25])=[CH:21][CH:20]=3.C(=O)([O-])[O-].[K+].[K+].ClC[C:34]1[CH:35]=[N:36][N:37]([CH3:39])N=1.[CH3:40][N:41](C=O)C.